From a dataset of Catalyst prediction with 721,799 reactions and 888 catalyst types from USPTO. Predict which catalyst facilitates the given reaction. (1) Reactant: [Cl:1][C:2]1[CH:3]=[C:4]([C:10]2[CH:14]=[CH:13][N:12]([CH2:15][C@H:16]([NH:18][C:19]([C:21]3[NH:25][C:24]([CH2:26][NH:27]C(=O)OC(C)(C)C)=[N:23][CH:22]=3)=[O:20])[CH3:17])[N:11]=2)[CH:5]=[CH:6][C:7]=1[C:8]#[N:9].Cl. Product: [NH2:27][CH2:26][C:24]1[NH:25][C:21]([C:19]([NH:18][C@H:16]([CH3:17])[CH2:15][N:12]2[CH:13]=[CH:14][C:10]([C:4]3[CH:5]=[CH:6][C:7]([C:8]#[N:9])=[C:2]([Cl:1])[CH:3]=3)=[N:11]2)=[O:20])=[CH:22][N:23]=1. The catalyst class is: 14. (2) Reactant: [F:1][C:2]1[CH:3]=[CH:4][C:5]([NH:8][NH:9][C:10]([C@:12]2([CH2:18][O:19][Si:20]([CH:27]([CH3:29])[CH3:28])([CH:24]([CH3:26])[CH3:25])[CH:21]([CH3:23])[CH3:22])[CH2:16][CH2:15][CH2:14][N:13]2[CH3:17])=O)=[N:6][CH:7]=1.C1C=CC(P(C2C=CC=CC=2)C2C=CC=CC=2)=CC=1.CCN(CC)CC.ClC(Cl)(Cl)C(Cl)(Cl)Cl. Product: [F:1][C:2]1[CH:3]=[CH:4][C:5]2[N:6]([C:10]([C@:12]3([CH2:18][O:19][Si:20]([CH:27]([CH3:29])[CH3:28])([CH:24]([CH3:26])[CH3:25])[CH:21]([CH3:23])[CH3:22])[CH2:16][CH2:15][CH2:14][N:13]3[CH3:17])=[N:9][N:8]=2)[CH:7]=1. The catalyst class is: 76. (3) Reactant: [CH3:1][O:2][C:3]1[C:7]2[C:8](=[O:25])[N:9]([CH2:16][C:17](=[O:24])[C:18]3[CH:23]=[CH:22][CH:21]=[CH:20][CH:19]=3)[C:10]3[CH:11]=[CH:12][CH:13]=[CH:14][C:15]=3[C:6]=2[N:5]([CH3:26])[C:4]=1[C:27]([NH:29][CH:30]1[CH2:35][CH2:34][NH:33][CH2:32][CH2:31]1)=[O:28].F[C:37]1[CH:44]=[CH:43][CH:42]=[CH:41][C:38]=1[C:39]#[N:40].C(N(CC)CC)C.BrC1C=CC=CC=1C#N.C(=O)([O-])[O-].[K+].[K+]. Product: [C:39]([C:38]1[CH:41]=[CH:42][CH:43]=[CH:44][C:37]=1[N:33]1[CH2:32][CH2:31][CH:30]([NH:29][C:27]([C:4]2[N:5]([CH3:26])[C:6]3[C:15]4[CH:14]=[CH:13][CH:12]=[CH:11][C:10]=4[N:9]([CH2:16][C:17](=[O:24])[C:18]4[CH:23]=[CH:22][CH:21]=[CH:20][CH:19]=4)[C:8](=[O:25])[C:7]=3[C:3]=2[O:2][CH3:1])=[O:28])[CH2:35][CH2:34]1)#[N:40]. The catalyst class is: 18.